From a dataset of Full USPTO retrosynthesis dataset with 1.9M reactions from patents (1976-2016). Predict the reactants needed to synthesize the given product. (1) Given the product [Br:5][C:6]1[CH:7]=[C:8]2[C:9]([CH2:12][CH2:13][C:14]2=[O:16])=[CH:10][CH:11]=1, predict the reactants needed to synthesize it. The reactants are: S(Cl)(Cl)=O.[Br:5][C:6]1[CH:11]=[CH:10][C:9]([CH2:12][CH2:13][C:14]([OH:16])=O)=[CH:8][CH:7]=1.[Cl-].[Al+3].[Cl-].[Cl-]. (2) The reactants are: [NH:1]1[CH2:5][CH2:4][CH2:3][CH2:2]1.[CH3:6][S:7][CH:8]([CH3:12])[CH2:9][CH:10]=O.C(OCC1C=CC=CC=1)(=O)C. Given the product [CH3:6][S:7][CH:8]([CH3:12])[CH:9]=[CH:10][N:1]1[CH2:5][CH2:4][CH2:3][CH2:2]1, predict the reactants needed to synthesize it.